From a dataset of Full USPTO retrosynthesis dataset with 1.9M reactions from patents (1976-2016). Predict the reactants needed to synthesize the given product. (1) Given the product [CH3:14][O:13][C:10]1[CH:11]=[CH:12][C:7]([N:1]2[CH:5]=[CH:4][CH:3]=[N:2]2)=[CH:8][CH:9]=1, predict the reactants needed to synthesize it. The reactants are: [NH:1]1[CH:5]=[CH:4][CH:3]=[N:2]1.I[C:7]1[CH:12]=[CH:11][C:10]([O:13][CH3:14])=[CH:9][CH:8]=1. (2) Given the product [C:68]([O:72][C:73](=[O:83])[N:74]([C:4]1[CH:9]=[CH:8][CH:7]=[C:6]([NH:10][C:11](=[O:38])[CH2:12][N:13]2[N:19]=[C:18]([CH:17]3[CH2:16][CH2:29][CH2:28][CH2:27][CH2:26]3)[C:20]3[CH:21]=[CH:22][CH:23]=[CH:24][C:25]=3[N:15]([CH2:30][C:31](=[O:36])[C:32]([CH3:34])([CH3:35])[CH3:33])[C:14]2=[O:37])[CH:5]=1)[CH3:75])([CH3:71])([CH3:70])[CH3:69], predict the reactants needed to synthesize it. The reactants are: COC(=O)[C:4]1[CH:9]=[CH:8][CH:7]=[C:6]([NH:10][C:11](=[O:38])[CH2:12][N:13]2[N:19]=[C:18]([CH:20]3[CH2:25][CH2:24][CH2:23][CH2:22][CH2:21]3)[C:17]3[CH:26]=[CH:27][CH:28]=[CH:29][C:16]=3[N:15]([CH2:30][C:31](=[O:36])[C:32]([CH3:35])([CH3:34])[CH3:33])[C:14]2=[O:37])[CH:5]=1.C1(C2C3C=CC=CC=3N(CC(=O)C(C)(C)C)C(=O)N(CC(O)=O)N=2)CCCC1.[C:68]([O:72][C:73](=[O:83])[N:74](C1C=CC=C(N)C=1)[CH3:75])([CH3:71])([CH3:70])[CH3:69].C1(C2C3C=CC=CC=3N(CC(=O)C(C)(C)C)C(=O)N(CC(O)=O)N=2)CCCCC1.COC(=O)C1C=CC=C(N)C=1. (3) The reactants are: [CH3:1][C:2]1[CH:3]=[C:4]([CH2:9][CH:10]([NH:14][C:15]([N:17]2[CH2:22][CH2:21][CH:20]([N:23]3[CH2:32][C:31]4[C:26](=[CH:27][CH:28]=[CH:29][CH:30]=4)[NH:25][C:24]3=[O:33])[CH2:19][CH2:18]2)=[O:16])[C:11]([OH:13])=O)[CH:5]=[CH:6][C:7]=1[CH3:8].[CH3:34][N:35]1[CH2:40][CH2:39][CH:38]([CH:41]2[CH2:46][CH2:45][NH:44][CH2:43][CH2:42]2)[CH2:37][CH2:36]1. Given the product [CH3:1][C:2]1[CH:3]=[C:4]([CH:5]=[CH:6][C:7]=1[CH3:8])[CH2:9][CH:10]([NH:14][C:15]([N:17]1[CH2:18][CH2:19][CH:20]([N:23]2[CH2:32][C:31]3[C:26](=[CH:27][CH:28]=[CH:29][CH:30]=3)[NH:25][C:24]2=[O:33])[CH2:21][CH2:22]1)=[O:16])[C:11]([N:44]1[CH2:45][CH2:46][CH:41]([CH:38]2[CH2:37][CH2:36][N:35]([CH3:34])[CH2:40][CH2:39]2)[CH2:42][CH2:43]1)=[O:13], predict the reactants needed to synthesize it. (4) Given the product [ClH:30].[CH3:1][N:2]([CH2:3][C:4]1[C:8]2[CH:9]=[CH:10][CH:11]=[CH:12][C:7]=2[O:6][C:5]=1[CH3:13])[C:51](=[O:52])/[CH:50]=[CH:49]/[C:46]1[CH:47]=[N:48][C:42]2[NH:41][C:40](=[O:54])[N:39]([CH2:38][CH2:37][N:31]3[CH2:32][CH2:33][O:34][CH2:35][CH2:36]3)[CH2:44][C:43]=2[CH:45]=1, predict the reactants needed to synthesize it. The reactants are: [CH3:1][NH:2][CH2:3][C:4]1[C:8]2[CH:9]=[CH:10][CH:11]=[CH:12][C:7]=2[O:6][C:5]=1[CH3:13].CNCC1C=CC2C(=CC=CC=2)C=1CCC.[ClH:30].[N:31]1([CH2:37][CH2:38][N:39]2[CH2:44][C:43]3[CH:45]=[C:46](/[CH:49]=[CH:50]/[C:51](O)=[O:52])[CH:47]=[N:48][C:42]=3[NH:41][C:40]2=[O:54])[CH2:36][CH2:35][O:34][CH2:33][CH2:32]1. (5) Given the product [OH:12][C:11]([C:1]12[CH2:10][CH:5]3[CH2:6][CH:7]([CH2:9][CH:3]([CH2:4]3)[CH2:2]1)[CH2:8]2)([CH2:14][CH3:15])[CH2:19][CH3:20], predict the reactants needed to synthesize it. The reactants are: [C:1]12([C:11](Cl)=[O:12])[CH2:10][CH:5]3[CH2:6][CH:7]([CH2:9][CH:3]([CH2:4]3)[CH2:2]1)[CH2:8]2.[CH2:14]([Mg]I)[CH3:15].O1CC[CH2:20][CH2:19]1. (6) Given the product [OH:15][CH2:14][C:10]1[C:9]([C:6]2[CH:7]=[CH:8][C:3]([C:1]#[N:2])=[CH:4][CH:5]=2)=[N:13][S:12][N:11]=1, predict the reactants needed to synthesize it. The reactants are: [C:1]([C:3]1[CH:8]=[CH:7][C:6]([C:9]2[C:10]([C:14](OC)=[O:15])=[N:11][S:12][N:13]=2)=[CH:5][CH:4]=1)#[N:2].[Li+].[BH4-]. (7) Given the product [F:38][C:35]1[CH:36]=[CH:37][C:32]([S:29]([CH:15]([NH:16][CH2:17][C:18]2[CH:23]=[CH:22][C:21]([N:24]3[CH:28]=[CH:27][CH:26]=[N:25]3)=[CH:20][CH:19]=2)[C:11]2[N:10]=[C:9]([NH:8][CH2:7][C:6]([OH:46])=[O:5])[CH:14]=[CH:13][CH:12]=2)(=[O:30])=[O:31])=[CH:33][CH:34]=1, predict the reactants needed to synthesize it. The reactants are: C([O:5][C:6](=[O:46])[CH2:7][N:8](C(OC(C)(C)C)=O)[C:9]1[CH:14]=[CH:13][CH:12]=[C:11]([CH:15]([S:29]([C:32]2[CH:37]=[CH:36][C:35]([F:38])=[CH:34][CH:33]=2)(=[O:31])=[O:30])[NH:16][CH2:17][C:18]2[CH:23]=[CH:22][C:21]([N:24]3[CH:28]=[CH:27][CH:26]=[N:25]3)=[CH:20][CH:19]=2)[N:10]=1)(C)(C)C.C(OC(=O)CN(C(OC(C)(C)C)=O)C1C=CC=C(C(CC2C=CC(N3C=CC=N3)=CC=2)NS(C2C=CC=CN=2)(=O)=O)N=1)(C)(C)C.